Regression. Given a peptide amino acid sequence and an MHC pseudo amino acid sequence, predict their binding affinity value. This is MHC class II binding data. From a dataset of Peptide-MHC class II binding affinity with 134,281 pairs from IEDB. (1) The peptide sequence is YDKDLANVSTVLTGK. The MHC is DRB1_0802 with pseudo-sequence DRB1_0802. The binding affinity (normalized) is 0.750. (2) The peptide sequence is LQIIDKIDAAFKVAA. The MHC is DRB3_0202 with pseudo-sequence DRB3_0202. The binding affinity (normalized) is 0.619.